Dataset: Retrosynthesis with 50K atom-mapped reactions and 10 reaction types from USPTO. Task: Predict the reactants needed to synthesize the given product. (1) Given the product COc1cc2c(Cl)ccnc2cc1OCC[C@H](N)C(=O)OC1CCCC1, predict the reactants needed to synthesize it. The reactants are: COc1cc2c(Cl)ccnc2cc1OCC[C@H](NC(=O)OC(C)(C)C)C(=O)OC1CCCC1. (2) Given the product CC(=O)OCc1nccc(Oc2ccc3c(cc(C)n3C(=O)Nc3cccc(C(F)(F)F)c3)c2F)n1, predict the reactants needed to synthesize it. The reactants are: CC(=O)OCc1nccc(Oc2ccc3[nH]c(C)cc3c2F)n1.O=C=Nc1cccc(C(F)(F)F)c1. (3) Given the product CC(C)(C)OC(=O)COc1cccc(CNS(=O)(=O)c2cccnc2)c1, predict the reactants needed to synthesize it. The reactants are: CC(C)(C)OC(=O)COc1cccc(CN)c1.O=S(=O)(Cl)c1cccnc1. (4) Given the product CC(=O)NCc1ccc2oc([N+](=O)[O-])c(-c3ccccc3)c2c1, predict the reactants needed to synthesize it. The reactants are: CC(=O)OC(C)=O.NCc1ccc2oc([N+](=O)[O-])c(-c3ccccc3)c2c1. (5) Given the product Cn1c(-c2cccc(C(F)(F)F)c2)cc(=O)n(-c2ccc(Cl)cc2F)c1=O, predict the reactants needed to synthesize it. The reactants are: CI.O=c1cc(-c2cccc(C(F)(F)F)c2)[nH]c(=O)n1-c1ccc(Cl)cc1F. (6) Given the product COc1cc2nc(Cl)nc(N(C)C3CCN(Cc4ccccc4)CC3)c2cc1OC, predict the reactants needed to synthesize it. The reactants are: CNC1CCN(Cc2ccccc2)CC1.COc1cc2nc(Cl)nc(Cl)c2cc1OC.